This data is from Reaction yield outcomes from USPTO patents with 853,638 reactions. The task is: Predict the reaction yield, written as a fraction of the theoretical maximum amount of product (1.0 means a 100% yield; for example, 0.34 means a 34% yield). (1) The reactants are [Cl:1][C:2](Cl)([O:4]C(=O)OC(Cl)(Cl)Cl)Cl.N1C=CC=CC=1.[C:19]1([CH2:25][CH2:26][CH2:27][CH2:28][CH2:29][OH:30])[CH:24]=[CH:23][CH:22]=[CH:21][CH:20]=1. The catalyst is C1(C)C=CC=CC=1. The product is [C:19]1([CH2:25][CH2:26][CH2:27][CH2:28][CH2:29][O:30][C:2]([Cl:1])=[O:4])[CH:24]=[CH:23][CH:22]=[CH:21][CH:20]=1. The yield is 0.940. (2) The reactants are [CH3:1][N:2]1[C:6]([CH3:7])=[C:5]([C:8]([NH:10][C:11]2[C:26]([F:27])=[CH:25][C:14]([O:15][C:16]3[CH:21]=[CH:20][N:19]=[C:18](C(N)=O)[CH:17]=3)=[C:13]([F:28])[CH:12]=2)=[O:9])[C:4](=[O:29])[N:3]1[C:30]1[CH:35]=[CH:34][CH:33]=[CH:32][CH:31]=1.O.C(OI(C1C=CC=CC=1)OC(=O)C)(=O)C.CC#[N:54]. The catalyst is CCOC(C)=O. The product is [NH2:54][C:18]1[CH:17]=[C:16]([O:15][C:14]2[C:13]([F:28])=[CH:12][C:11]([NH:10][C:8]([C:5]3[C:4](=[O:29])[N:3]([C:30]4[CH:35]=[CH:34][CH:33]=[CH:32][CH:31]=4)[N:2]([CH3:1])[C:6]=3[CH3:7])=[O:9])=[C:26]([F:27])[CH:25]=2)[CH:21]=[CH:20][N:19]=1. The yield is 0.680. (3) The reactants are [OH-].[Na+].C([O:6][C:7]1[CH:12]=[CH:11][CH:10]=[C:9]([O:13][Si:14]([CH:21]([CH3:23])[CH3:22])([CH:18]([CH3:20])[CH3:19])[CH:15]([CH3:17])[CH3:16])[CH:8]=1)(=O)C. The catalyst is C1COCC1. The product is [CH3:20][CH:18]([Si:14]([CH:21]([CH3:23])[CH3:22])([O:13][C:9]1[CH:8]=[C:7]([OH:6])[CH:12]=[CH:11][CH:10]=1)[CH:15]([CH3:16])[CH3:17])[CH3:19]. The yield is 0.900.